Dataset: Forward reaction prediction with 1.9M reactions from USPTO patents (1976-2016). Task: Predict the product of the given reaction. (1) Given the reactants CS(C)=O.[I-].[CH3:6][S+](C)(C)=O.[H-].[Na+].[N:13]1([C:23]([O:25][CH2:26][C:27]2[CH:32]=[CH:31][CH:30]=[CH:29][CH:28]=2)=[O:24])[CH2:17][CH:16]=[C:15]([C:18]([O:20][CH2:21][CH3:22])=[O:19])[CH2:14]1, predict the reaction product. The product is: [C:15]12([C:18]([O:20][CH2:21][CH3:22])=[O:19])[CH2:6][CH:16]1[CH2:17][N:13]([C:23]([O:25][CH2:26][C:27]1[CH:32]=[CH:31][CH:30]=[CH:29][CH:28]=1)=[O:24])[CH2:14]2. (2) Given the reactants [Br:1][CH2:2][C:3](Cl)=[O:4].[CH:6]1[C:19]2[CH2:18][C:17]3[C:12](=[CH:13][CH:14]=[CH:15][CH:16]=3)[O:11][C:10]=2[CH:9]=[CH:8][CH:7]=1.[Al+3].[Cl-].[Cl-].[Cl-], predict the reaction product. The product is: [CH:6]1[C:19]2[CH2:18][C:17]3[C:12](=[CH:13][CH:14]=[C:15]([C:3](=[O:4])[CH2:2][Br:1])[CH:16]=3)[O:11][C:10]=2[CH:9]=[CH:8][C:7]=1[C:3](=[O:4])[CH2:2][Br:1]. (3) Given the reactants F[C:2]1[CH:9]=[CH:8][C:5]([C:6]#[N:7])=[CH:4][CH:3]=1.[CH3:10][O:11][C:12]1[CH:18]=[CH:17][C:15]([NH2:16])=[CH:14][CH:13]=1.CC(C)([O-])C.[K+], predict the reaction product. The product is: [CH3:10][O:11][C:12]1[CH:18]=[CH:17][C:15]([NH:16][C:2]2[CH:9]=[CH:8][C:5]([C:6]#[N:7])=[CH:4][CH:3]=2)=[CH:14][CH:13]=1. (4) The product is: [C:18]([O:22][C:23](=[O:41])[CH2:24][C@H:25]([NH:40][C:12](=[O:14])[CH:11]([N:7]1[CH:8]=[CH:9][CH:10]=[C:5]([NH:4][C:1](=[O:3])[CH3:2])[C:6]1=[O:17])[CH2:15][CH3:16])[C@H:26]([OH:39])[CH2:27][O:28][C:29]1[C:30]([F:38])=[C:31]([F:37])[CH:32]=[C:33]([F:36])[C:34]=1[F:35])([CH3:21])([CH3:19])[CH3:20]. Given the reactants [C:1]([NH:4][C:5]1[C:6](=[O:17])[N:7]([C@@H:11]([CH2:15][CH3:16])[C:12]([OH:14])=O)[CH:8]=[CH:9][CH:10]=1)(=[O:3])[CH3:2].[C:18]([O:22][C:23](=[O:41])[CH2:24][CH:25]([NH2:40])[CH:26]([OH:39])[CH2:27][O:28][C:29]1[C:34]([F:35])=[C:33]([F:36])[CH:32]=[C:31]([F:37])[C:30]=1[F:38])([CH3:21])([CH3:20])[CH3:19].C1C=CC2N(O)N=NC=2C=1.C(Cl)CCl, predict the reaction product. (5) The product is: [C:31]([O:30][C:28]([N:3]1[C:4](=[O:27])[C:5]2[S:17][C:16]3[CH:15]=[CH:14][C:13]4[N+:12]([O-:43])=[CH:11][CH:10]=[CH:9][C:8]=4[C:7]=3[C:6]=2[N:18]([C:20]([O:22][C:23]([CH3:24])([CH3:25])[CH3:26])=[O:21])[CH2:19][C@H:2]1[CH3:1])=[O:29])([CH3:33])([CH3:32])[CH3:34]. Given the reactants [CH3:1][C@@H:2]1[CH2:19][N:18]([C:20]([O:22][C:23]([CH3:26])([CH3:25])[CH3:24])=[O:21])[C:6]2[C:7]3[C:8]4[CH:9]=[CH:10][CH:11]=[N:12][C:13]=4[CH:14]=[CH:15][C:16]=3[S:17][C:5]=2[C:4](=[O:27])[N:3]1[C:28]([O:30][C:31]([CH3:34])([CH3:33])[CH3:32])=[O:29].C1C=C(Cl)C=C(C(OO)=[O:43])C=1, predict the reaction product. (6) Given the reactants [CH3:1][C@@H:2]1[CH2:7][CH2:6][CH2:5][NH:4][C@@H:3]1[CH2:8][N:9]1[C:17](=[O:18])[C:16]2[C:11](=[CH:12][CH:13]=[CH:14][CH:15]=2)[C:10]1=[O:19].[F:20][C:21]1[CH:29]=[CH:28][C:24]([C:25](O)=[O:26])=[C:23]([I:30])[CH:22]=1.CCN(C(C)C)C(C)C.CN(C(ON1N=NC2C=CC=NC1=2)=[N+](C)C)C.F[P-](F)(F)(F)(F)F, predict the reaction product. The product is: [F:20][C:21]1[CH:29]=[CH:28][C:24]([C:25]([N:4]2[CH2:5][CH2:6][CH2:7][C@@H:2]([CH3:1])[C@H:3]2[CH2:8][N:9]2[C:17](=[O:18])[C:16]3[C:11](=[CH:12][CH:13]=[CH:14][CH:15]=3)[C:10]2=[O:19])=[O:26])=[C:23]([I:30])[CH:22]=1.